Dataset: Catalyst prediction with 721,799 reactions and 888 catalyst types from USPTO. Task: Predict which catalyst facilitates the given reaction. (1) Reactant: [OH:1][CH:2]1[CH2:5][C:4]2([CH2:10][CH2:9][N:8](C(OCC3C=CC=CC=3)=O)[CH2:7][CH2:6]2)[CH2:3]1.[BrH:21].[CH2:22]([O:24]CC)[CH3:23]. Product: [BrH:21].[C:22]([O:1][CH:2]1[CH2:3][C:4]2([CH2:6][CH2:7][NH:8][CH2:9][CH2:10]2)[CH2:5]1)(=[O:24])[CH3:23]. The catalyst class is: 15. (2) Reactant: [C:1]([O:4][CH:5]1[CH:10]([O:11]CC2C=CC=CC=2)[CH:9]([O:19][C:20](=[O:22])[CH3:21])[CH:8]([CH2:23][O:24][C:25](=[O:27])[CH3:26])[O:7][CH:6]1[O:28][C:29](=[O:31])[CH3:30])(=[O:3])[CH3:2]. Product: [C:29]([O:28][CH:6]1[CH:5]([O:4][C:1](=[O:3])[CH3:2])[CH:10]([OH:11])[CH:9]([O:19][C:20](=[O:22])[CH3:21])[CH:8]([CH2:23][O:24][C:25](=[O:27])[CH3:26])[O:7]1)(=[O:31])[CH3:30]. The catalyst class is: 13.